Dataset: Full USPTO retrosynthesis dataset with 1.9M reactions from patents (1976-2016). Task: Predict the reactants needed to synthesize the given product. (1) Given the product [CH2:1]([NH:3][C:4]1[C:5]2[C:16]([C:17]3[CH:22]=[CH:21][CH:20]=[CH:19][CH:18]=3)=[C:15]([C:23]3[CH:28]=[CH:27][C:26]([C:29]4([NH:33][C:34](=[O:40])[O:35][C:36]([CH3:39])([CH3:38])[CH3:37])[CH2:32][CH2:31][CH2:30]4)=[CH:25][CH:24]=3)[O:14][C:6]=2[N:7]=[C:8]([NH:41][CH2:42][CH2:43][OH:44])[N:9]=1)[CH3:2], predict the reactants needed to synthesize it. The reactants are: [CH2:1]([NH:3][C:4]1[C:5]2[C:16]([C:17]3[CH:22]=[CH:21][CH:20]=[CH:19][CH:18]=3)=[C:15]([C:23]3[CH:28]=[CH:27][C:26]([C:29]4([NH:33][C:34](=[O:40])[O:35][C:36]([CH3:39])([CH3:38])[CH3:37])[CH2:32][CH2:31][CH2:30]4)=[CH:25][CH:24]=3)[O:14][C:6]=2[N:7]=[C:8](S(C)(=O)=O)[N:9]=1)[CH3:2].[NH2:41][CH2:42][CH2:43][OH:44]. (2) Given the product [CH:40]1([N:15]2[C:16]3[C:21](=[CH:20][C:19]([F:24])=[C:18]4[NH:25][C@@H:26]([CH2:27][CH2:28][C:29]([OH:31])=[O:30])[CH2:36][O:39][CH2:38][C:17]4=3)[C:22](=[O:23])[C:13]([C:11]([O:10][CH2:8][CH3:9])=[O:12])=[CH:14]2)[CH2:42][CH2:41]1, predict the reactants needed to synthesize it. The reactants are: FC(F)(F)C(O)=O.[CH2:8]([O:10][C:11]([C:13]1[C:22](=[O:23])[C:21]2[C:16](=[C:17]([CH2:38][OH:39])[C:18]([NH:25][C@H:26]([CH2:36]O)[CH2:27][CH2:28][C:29]([O:31]C(C)(C)C)=[O:30])=[C:19]([F:24])[CH:20]=2)[N:15]([CH:40]2[CH2:42][CH2:41]2)[CH:14]=1)=[O:12])[CH3:9]. (3) Given the product [ClH:35].[ClH:35].[CH2:12]1[C:11]2([CH2:33][CH2:34][NH:8][CH2:9][CH2:10]2)[CH2:14][N:13]1[C@H:15]1[C:23]2[C:18](=[CH:19][C:20]([C:24]3[CH:29]=[CH:28][C:27]([C:30]([NH2:31])=[O:32])=[N:26][CH:25]=3)=[CH:21][CH:22]=2)[CH2:17][CH2:16]1, predict the reactants needed to synthesize it. The reactants are: C(OC([N:8]1[CH2:34][CH2:33][C:11]2([CH2:14][N:13]([C@H:15]3[C:23]4[C:18](=[CH:19][C:20]([C:24]5[CH:25]=[N:26][C:27]([C:30](=[O:32])[NH2:31])=[CH:28][CH:29]=5)=[CH:21][CH:22]=4)[CH2:17][CH2:16]3)[CH2:12]2)[CH2:10][CH2:9]1)=O)(C)(C)C.[ClH:35]. (4) The reactants are: Br[C:2]1[CH:7]=[CH:6][C:5]([Br:8])=[CH:4][N:3]=1.C(N(CC)CC)C.[CH3:16][Si:17]([C:20]#[CH:21])([CH3:19])[CH3:18]. Given the product [Br:8][C:5]1[CH:6]=[CH:7][C:2]([C:21]#[C:20][Si:17]([CH3:19])([CH3:18])[CH3:16])=[N:3][CH:4]=1, predict the reactants needed to synthesize it. (5) Given the product [C:59]([N:63]1[C:67]([NH:68][C:2]2[CH:7]=[CH:6][C:5]([S:8]([NH:11][C:12]3[S:13][CH:14]=[CH:15][N:16]=3)(=[O:10])=[O:9])=[CH:4][CH:3]=2)=[CH:66][C:65]([CH2:69][C:70]2[CH:71]=[CH:72][C:73]([Cl:76])=[CH:74][CH:75]=2)=[N:64]1)([CH3:62])([CH3:60])[CH3:61], predict the reactants needed to synthesize it. The reactants are: I[C:2]1[CH:7]=[CH:6][C:5]([S:8]([NH:11][C:12]2[S:13][CH:14]=[CH:15][N:16]=2)(=[O:10])=[O:9])=[CH:4][CH:3]=1.CC1(C)C2C=CC=C(P(C3C=CC=CC=3)C3C=CC=CC=3)C=2OC2C1=CC=CC=2P(C1C=CC=CC=1)C1C=CC=CC=1.[C:59]([N:63]1[C:67]([NH2:68])=[CH:66][C:65]([CH2:69][C:70]2[CH:75]=[CH:74][C:73]([Cl:76])=[CH:72][CH:71]=2)=[N:64]1)([CH3:62])([CH3:61])[CH3:60].CC(C)([O-])C.[Na+]. (6) Given the product [CH2:1]([C:5]1[O:9][C:8]([C:10]2[CH:11]=[C:12]([Cl:25])[C:13]([N:16]3[CH2:21][CH2:20][CH:19]([C:22]([OH:24])=[O:23])[CH2:18][CH2:17]3)=[N:14][CH:15]=2)=[N:7][CH:6]=1)[CH2:2][CH2:3][CH3:4], predict the reactants needed to synthesize it. The reactants are: [CH2:1]([C:5]1[O:9][C:8]([C:10]2[CH:11]=[C:12]([Cl:25])[C:13]([N:16]3[CH2:21][CH2:20][CH:19]([C:22]([O-:24])=[O:23])[CH2:18][CH2:17]3)=[N:14][CH:15]=2)=[N:7][CH:6]=1)[CH2:2][CH2:3][CH3:4].[Li+].[OH-].Cl.